The task is: Binary Classification. Given a T-cell receptor sequence (or CDR3 region) and an epitope sequence, predict whether binding occurs between them.. This data is from TCR-epitope binding with 47,182 pairs between 192 epitopes and 23,139 TCRs. (1) The epitope is VTIAEILLI. The TCR CDR3 sequence is CASSLWGADYEQYF. Result: 0 (the TCR does not bind to the epitope). (2) The epitope is LPRRSGAAGA. The TCR CDR3 sequence is CASSTLPNMNTEAFF. Result: 1 (the TCR binds to the epitope). (3) Result: 1 (the TCR binds to the epitope). The epitope is KLGGALQAK. The TCR CDR3 sequence is CASSPGQVTGANVLTF. (4) The epitope is LLSAGIFGA. The TCR CDR3 sequence is CASSPWTGVLETQYF. Result: 0 (the TCR does not bind to the epitope). (5) The epitope is GLIYNRMGAVTTEV. The TCR CDR3 sequence is CASSQDRGSNYGYTF. Result: 0 (the TCR does not bind to the epitope). (6) The epitope is RAKFKQLL. The TCR CDR3 sequence is CASSITGGGNTEAFF. Result: 0 (the TCR does not bind to the epitope). (7) The epitope is LLQTGIHVRVSQPSL. The TCR CDR3 sequence is CSARPPLSAGGKYNEQFF. Result: 1 (the TCR binds to the epitope). (8) The epitope is SEISMDNSPNL. The TCR CDR3 sequence is CASRPGQGYEQYF. Result: 0 (the TCR does not bind to the epitope). (9) Result: 1 (the TCR binds to the epitope). The epitope is FLPRVFSAV. The TCR CDR3 sequence is CASSHGGPNEQFF.